Task: Predict the reactants needed to synthesize the given product.. Dataset: Full USPTO retrosynthesis dataset with 1.9M reactions from patents (1976-2016) Given the product [Cl:1][C:2]1[CH:3]=[C:4]([N:10]2[C:14]([CH3:15])=[C:13]([O:16][C:17]3[CH:25]=[CH:24][C:20]([C:21]([NH:27][CH2:28][CH2:29][OH:30])=[O:22])=[CH:19][CH:18]=3)[C:12]([CH3:26])=[N:11]2)[CH:5]=[CH:6][C:7]=1[C:8]#[N:9], predict the reactants needed to synthesize it. The reactants are: [Cl:1][C:2]1[CH:3]=[C:4]([N:10]2[C:14]([CH3:15])=[C:13]([O:16][C:17]3[CH:25]=[CH:24][C:20]([C:21](O)=[O:22])=[CH:19][CH:18]=3)[C:12]([CH3:26])=[N:11]2)[CH:5]=[CH:6][C:7]=1[C:8]#[N:9].[NH2:27][CH2:28][CH2:29][OH:30].